From a dataset of Reaction yield outcomes from USPTO patents with 853,638 reactions. Predict the reaction yield, written as a fraction of the theoretical maximum amount of product (1.0 means a 100% yield; for example, 0.34 means a 34% yield). (1) The reactants are [CH3:1][CH:2]1[CH2:6][CH2:5][CH2:4][C:3]1=[O:7].C(O[C:11](=[O:17])[C:12]([O:14][CH2:15][CH3:16])=[O:13])C.CC[O-].[Na+]. No catalyst specified. The product is [CH2:15]([O:14][C:12](=[O:13])[C:11]([CH:4]1[CH2:5][CH2:6][CH:2]([CH3:1])[C:3]1=[O:7])=[O:17])[CH3:16]. The yield is 0.277. (2) The reactants are [CH2:1]1[C:5]2([CH2:10][CH2:9][C:8](=[O:11])[CH2:7][CH2:6]2)[CH2:4][CH2:3][NH:2]1.[CH3:12][C:13]([O:16][C:17](O[C:17]([O:16][C:13]([CH3:15])([CH3:14])[CH3:12])=[O:18])=[O:18])([CH3:15])[CH3:14].C([O-])([O-])=O.[Na+].[Na+]. The catalyst is C1COCC1.O. The product is [O:11]=[C:8]1[CH2:9][CH2:10][C:5]2([CH2:1][N:2]([C:17]([O:16][C:13]([CH3:15])([CH3:14])[CH3:12])=[O:18])[CH2:3][CH2:4]2)[CH2:6][CH2:7]1. The yield is 0.545. (3) The reactants are [CH3:1][C:2]([OH:11])([CH2:4][CH2:5][CH2:6][CH:7]([CH3:10])[CH:8]=[CH2:9])[CH3:3].[CH2:12](Br)[CH:13]=[CH2:14].[H-].[Na+]. The catalyst is CN(C=O)C. The product is [CH2:14]([O:11][C:2]([CH3:1])([CH3:3])[CH2:4][CH2:5][CH2:6][CH:7]([CH3:10])[CH:8]=[CH2:9])[CH:13]=[CH2:12]. The yield is 0.400. (4) The reactants are [CH3:1][O:2][C:3]1[CH:8]=[CH:7][C:6]([N+:9]([O-])=O)=[CH:5][C:4]=1[C:12]1[CH2:13][CH2:14][N:15]([C:18]([O:20][C:21]([CH3:24])([CH3:23])[CH3:22])=[O:19])[CH2:16][CH:17]=1.[H][H]. The catalyst is CO.CCOC(C)=O.[Pd]. The product is [NH2:9][C:6]1[CH:7]=[CH:8][C:3]([O:2][CH3:1])=[C:4]([CH:12]2[CH2:17][CH2:16][N:15]([C:18]([O:20][C:21]([CH3:22])([CH3:23])[CH3:24])=[O:19])[CH2:14][CH2:13]2)[CH:5]=1. The yield is 0.840. (5) The reactants are [C:1]([N:4]1[CH2:9][CH2:8][N:7]([C:10]2[CH:11]=[CH:12][C:13]([CH2:16][CH2:17][C:18]3[CH:36]=[CH:35][C:21]([CH2:22][NH:23][C:24]([NH:26][NH:27]C(OC(C)(C)C)=O)=[O:25])=[CH:20][CH:19]=3)=[N:14][CH:15]=2)[CH2:6][CH2:5]1)(=[O:3])[CH3:2].O1CCOCC1.[ClH:43]. The catalyst is O1CCOCC1. The product is [ClH:43].[ClH:43].[ClH:43].[C:1]([N:4]1[CH2:9][CH2:8][N:7]([C:10]2[CH:11]=[CH:12][C:13]([CH2:16][CH2:17][C:18]3[CH:36]=[CH:35][C:21]([CH2:22][NH:23][C:24]([NH:26][NH2:27])=[O:25])=[CH:20][CH:19]=3)=[N:14][CH:15]=2)[CH2:6][CH2:5]1)(=[O:3])[CH3:2]. The yield is 0.901. (6) The reactants are [C:1]([C:5]1[CH:6]=[C:7]([C:15]2[NH:19][C:18]([C:20](O)=[O:21])=[CH:17][C:16]=2[CH2:23][CH:24]2[CH2:29][CH2:28][CH2:27][CH2:26][CH2:25]2)[CH:8]=[C:9]([C:11]2([CH3:14])[CH2:13][CH2:12]2)[CH:10]=1)([CH3:4])([CH3:3])[CH3:2].[O:30]1[CH2:35][CH2:34][CH:33]([NH2:36])[CH2:32][CH2:31]1.C1C=NC2N(O)N=NC=2C=1.CCN(C(C)C)C(C)C.CN(C(ON1N=NC2C=CC=NC1=2)=[N+](C)C)C.F[P-](F)(F)(F)(F)F. The catalyst is C(Cl)Cl.O. The product is [C:1]([C:5]1[CH:6]=[C:7]([C:15]2[NH:19][C:18]([C:20]([NH:36][CH:33]3[CH2:34][CH2:35][O:30][CH2:31][CH2:32]3)=[O:21])=[CH:17][C:16]=2[CH2:23][CH:24]2[CH2:25][CH2:26][CH2:27][CH2:28][CH2:29]2)[CH:8]=[C:9]([C:11]2([CH3:14])[CH2:12][CH2:13]2)[CH:10]=1)([CH3:3])([CH3:2])[CH3:4]. The yield is 0.830. (7) The reactants are [Br:1][C:2]1[CH:3]=[C:4]([N+:12]([O-])=O)[C:5]([CH3:11])=[C:6]([CH:10]=1)C(O)=O.CN([CH:18]([O:21]C)[O:19][CH3:20])C.[CH3:23]N(C=O)C. The catalyst is C(O)(=O)C.[Fe]. The product is [Br:1][C:2]1[CH:10]=[C:6]([C:18]([O:19][CH3:20])=[O:21])[C:5]2[CH:11]=[CH:23][NH:12][C:4]=2[CH:3]=1. The yield is 0.590. (8) The reactants are [C:1]1(=[O:11])[NH:5][C:4](=[O:6])[C:3]2=[CH:7][CH:8]=[CH:9][CH:10]=[C:2]12. The catalyst is C(O)C.[Pd]. The product is [NH2:5][CH2:4][CH2:3][CH2:2][CH2:1][N:5]1[C:1](=[O:11])[C:2]2=[CH:10][CH:9]=[CH:8][CH:7]=[C:3]2[C:4]1=[O:6]. The yield is 0.920. (9) The reactants are [Cl:1][C:2]1[CH:17]=[CH:16][C:5]([O:6][C:7]2[CH:8]=[C:9]([CH:13]=[CH:14][CH:15]=2)[C:10](Cl)=[O:11])=[C:4]([N+:18]([O-:20])=[O:19])[CH:3]=1.[CH3:21][NH:22][CH3:23].O. The catalyst is C1COCC1. The product is [Cl:1][C:2]1[CH:17]=[CH:16][C:5]([O:6][C:7]2[CH:8]=[C:9]([CH:13]=[CH:14][CH:15]=2)[C:10]([N:22]([CH3:23])[CH3:21])=[O:11])=[C:4]([N+:18]([O-:20])=[O:19])[CH:3]=1. The yield is 0.870.